Predict the product of the given reaction. From a dataset of Forward reaction prediction with 1.9M reactions from USPTO patents (1976-2016). (1) Given the reactants [CH:1]1[CH:6]=[C:5]2[C:7]([NH:9][S:10](=[O:12])(=[O:11])[C:4]2=[CH:3][CH:2]=1)=O.S(Cl)([Cl:15])=O.CN(C)C=O, predict the reaction product. The product is: [Cl:15][C:7]1[C:5]2[CH:6]=[CH:1][CH:2]=[CH:3][C:4]=2[S:10](=[O:12])(=[O:11])[N:9]=1. (2) Given the reactants [Cl:1][C:2]1[CH:7]=[C:6]([CH3:8])[CH:5]=[C:4]([Cl:9])[C:3]=1[O:10][C:11]1[CH:16]=[CH:15][C:14]([N+:17]([O-:19])=[O:18])=[CH:13][CH:12]=1.[O-:20][Mn](=O)(=O)=O.[K+].[OH2:26], predict the reaction product. The product is: [Cl:1][C:2]1[CH:7]=[C:6]([CH:5]=[C:4]([Cl:9])[C:3]=1[O:10][C:11]1[CH:12]=[CH:13][C:14]([N+:17]([O-:19])=[O:18])=[CH:15][CH:16]=1)[C:8]([OH:20])=[O:26].